Dataset: Reaction yield outcomes from USPTO patents with 853,638 reactions. Task: Predict the reaction yield, written as a fraction of the theoretical maximum amount of product (1.0 means a 100% yield; for example, 0.34 means a 34% yield). (1) The reactants are C[O:2][C:3]1[CH:4]=[C:5]([CH2:9][C:10]#[N:11])[CH:6]=[CH:7][CH:8]=1.B(Br)(Br)Br.O. The catalyst is C(Cl)Cl. The product is [OH:2][C:3]1[CH:4]=[C:5]([CH2:9][C:10]#[N:11])[CH:6]=[CH:7][CH:8]=1. The yield is 0.550. (2) The reactants are [CH2:1]([N:8]([CH2:15][C:16]1[CH:21]=[CH:20][CH:19]=[CH:18][CH:17]=1)[C:9]1([C:12](O)=[O:13])[CH2:11][CH2:10]1)[C:2]1[CH:7]=[CH:6][CH:5]=[CH:4][CH:3]=1.CN([C:25]([O:29][N:30]1N=NC2C=CC=N[C:31]1=2)=[N+](C)C)C.F[P-](F)(F)(F)(F)F.Cl.CNOC.C(N(C(C)C)CC)(C)C. The catalyst is C(#N)C. The product is [CH2:1]([N:8]([CH2:15][C:16]1[CH:17]=[CH:18][CH:19]=[CH:20][CH:21]=1)[C:9]1([C:12]([N:30]([O:29][CH3:25])[CH3:31])=[O:13])[CH2:10][CH2:11]1)[C:2]1[CH:3]=[CH:4][CH:5]=[CH:6][CH:7]=1. The yield is 0.840. (3) The reactants are [CH3:1][N:2]1[C:10](=[O:11])[C:9]2[C:4](=[CH:5][CH:6]=[C:7]([C:12]([O:14]C)=[O:13])[CH:8]=2)[N:3]1C(OCC)=O.[OH-].[K+]. The catalyst is C(O)C. The product is [CH3:1][N:2]1[C:10](=[O:11])[C:9]2[C:4](=[CH:5][CH:6]=[C:7]([C:12]([OH:14])=[O:13])[CH:8]=2)[NH:3]1. The yield is 0.760. (4) The reactants are Br[C:2]1[C:3]2[N:4]([CH:17]=[N:18][N:19]=2)[CH:5]=[C:6]([C:8]2[S:12][C:11]([NH:13][CH:14]([CH3:16])[CH3:15])=[N:10][CH:9]=2)[CH:7]=1.[F:20][C:21]1[CH:26]=[CH:25][CH:24]=[CH:23][C:22]=1B(O)O.[O-]P([O-])([O-])=O.[K+].[K+].[K+]. The catalyst is C1(C)C=CC=CC=1.CCO.C1C=CC([P]([Pd]([P](C2C=CC=CC=2)(C2C=CC=CC=2)C2C=CC=CC=2)([P](C2C=CC=CC=2)(C2C=CC=CC=2)C2C=CC=CC=2)[P](C2C=CC=CC=2)(C2C=CC=CC=2)C2C=CC=CC=2)(C2C=CC=CC=2)C2C=CC=CC=2)=CC=1. The product is [F:20][C:21]1[CH:26]=[CH:25][CH:24]=[CH:23][C:22]=1[C:2]1[C:3]2[N:4]([CH:17]=[N:18][N:19]=2)[CH:5]=[C:6]([C:8]2[S:12][C:11]([NH:13][CH:14]([CH3:16])[CH3:15])=[N:10][CH:9]=2)[CH:7]=1. The yield is 0.470. (5) The reactants are [Cl-].O[NH3+:3].[C:4](=[O:7])([O-])[OH:5].[Na+].CS(C)=O.[OH:13][CH:14]([CH3:51])[CH2:15][O:16][C@H:17]1[CH2:22][CH2:21][C@H:20]([N:23]2[C:28](=[O:29])[C:27]([CH2:30][C:31]3[CH:36]=[CH:35][C:34]([C:37]4[C:38]([C:43]#[N:44])=[CH:39][CH:40]=[CH:41][CH:42]=4)=[CH:33][CH:32]=3)=[C:26]([CH2:45][CH2:46][CH3:47])[N:25]3[N:48]=[CH:49][CH:50]=[C:24]23)[CH2:19][CH2:18]1. The catalyst is C(OCC)(=O)C. The product is [OH:13][CH:14]([CH3:51])[CH2:15][O:16][C@H:17]1[CH2:22][CH2:21][C@H:20]([N:23]2[C:28](=[O:29])[C:27]([CH2:30][C:31]3[CH:36]=[CH:35][C:34]([C:37]4[CH:42]=[CH:41][CH:40]=[CH:39][C:38]=4[C:43]4[NH:3][C:4](=[O:7])[O:5][N:44]=4)=[CH:33][CH:32]=3)=[C:26]([CH2:45][CH2:46][CH3:47])[N:25]3[N:48]=[CH:49][CH:50]=[C:24]23)[CH2:19][CH2:18]1. The yield is 0.660. (6) The reactants are [F-].C([N+](CCCC)(CCCC)CCCC)CCC.[OH:19][CH2:20][C:21]1[CH:42]=[CH:41][C:24]([C:25]([O:27][N:28]=[C:29]([C:31]2[CH:36]=[CH:35][C:34]([CH2:37][CH:38]([CH3:40])[CH3:39])=[CH:33][CH:32]=2)[NH2:30])=O)=[CH:23][CH:22]=1.C1COCC1. The catalyst is C(OCC)(=O)C. The product is [CH2:37]([C:34]1[CH:35]=[CH:36][C:31]([C:29]2[N:30]=[C:25]([C:24]3[CH:41]=[CH:42][C:21]([CH2:20][OH:19])=[CH:22][CH:23]=3)[O:27][N:28]=2)=[CH:32][CH:33]=1)[CH:38]([CH3:40])[CH3:39]. The yield is 0.460.